This data is from Full USPTO retrosynthesis dataset with 1.9M reactions from patents (1976-2016). The task is: Predict the reactants needed to synthesize the given product. (1) Given the product [OH:17][CH2:16][C:15]([CH3:19])([CH3:18])[CH2:14][N:11]1[CH:12]=[CH:13][C:8]([C:36]2[CH:35]=[CH:34][C:33]([C@@H:31]([N:27]3[CH2:26][CH2:25][C@:24]([CH2:23][C:22]([OH:21])([CH3:54])[CH3:55])([C:48]4[CH:53]=[CH:52][CH:51]=[CH:50][CH:49]=4)[O:29][C:28]3=[O:30])[CH3:32])=[CH:38][CH:37]=2)=[CH:9][C:10]1=[O:20], predict the reactants needed to synthesize it. The reactants are: C([O-])([O-])=O.[Na+].[Na+].Br[C:8]1[CH:13]=[CH:12][N:11]([CH2:14][C:15]([CH3:19])([CH3:18])[CH2:16][OH:17])[C:10](=[O:20])[CH:9]=1.[OH:21][C:22]([CH3:55])([CH3:54])[CH2:23][C@@:24]1([C:48]2[CH:53]=[CH:52][CH:51]=[CH:50][CH:49]=2)[O:29][C:28](=[O:30])[N:27]([C@H:31]([C:33]2[CH:38]=[CH:37][C:36](B3OC(C)(C)C(C)(C)O3)=[CH:35][CH:34]=2)[CH3:32])[CH2:26][CH2:25]1. (2) Given the product [CH3:1][C:2]1([CH3:15])[CH2:11][CH2:10][C:9]2[C:4](=[C:5]([C:12]([O:14][CH3:16])=[O:13])[CH:6]=[CH:7][CH:8]=2)[O:3]1, predict the reactants needed to synthesize it. The reactants are: [CH3:1][C:2]1([CH3:15])[CH2:11][CH2:10][C:9]2[C:4](=[C:5]([C:12]([OH:14])=[O:13])[CH:6]=[CH:7][CH:8]=2)[O:3]1.[C:16]1(C)C=CC=CC=1.[Si](C=[N+]=[N-])(C)(C)C.C(O)(=O)C.